Predict the reactants needed to synthesize the given product. From a dataset of Full USPTO retrosynthesis dataset with 1.9M reactions from patents (1976-2016). (1) Given the product [CH:1]1([C:6]2[CH:11]=[C:10]([C:12]3[C:24]4[C:23]([CH3:25])=[C:22]([CH3:26])[S:21][C:20]=4[C:19]([Br:27])=[C:18]4[C:13]=3[CH:14]=[CH:15][CH:16]=[CH:17]4)[CH:9]=[CH:8][C:7]=2[OH:28])[CH2:2][CH2:3][CH2:4][CH2:5]1, predict the reactants needed to synthesize it. The reactants are: [CH:1]1([C:6]2[CH:11]=[C:10]([C:12]3[C:24]4[C:23]([CH3:25])=[C:22]([CH3:26])[S:21][C:20]=4[C:19]([Br:27])=[C:18]4[C:13]=3[CH:14]=[CH:15][CH:16]=[CH:17]4)[CH:9]=[CH:8][C:7]=2[O:28]C(=O)C)[CH2:5][CH2:4][CH2:3][CH2:2]1.[OH-].[K+]. (2) Given the product [C:2]([O:6][C:7](=[O:13])[C@@H:8]1[CH2:12][CH2:11][CH2:10][N:9]1[S:32]([C:29]1[CH:30]=[C:31]2[C:26]([C:25]([Cl:36])=[CH:24][N:23]=[C:22]2[Cl:21])=[CH:27][CH:28]=1)(=[O:34])=[O:33])([CH3:5])([CH3:3])[CH3:4], predict the reactants needed to synthesize it. The reactants are: Cl.[C:2]([O:6][C:7](=[O:13])[C@@H:8]1[CH2:12][CH2:11][CH2:10][NH:9]1)([CH3:5])([CH3:4])[CH3:3].CCN(CC)CC.[Cl:21][C:22]1[C:31]2[C:26](=[CH:27][CH:28]=[C:29]([S:32](Cl)(=[O:34])=[O:33])[CH:30]=2)[C:25]([Cl:36])=[CH:24][N:23]=1.